This data is from Full USPTO retrosynthesis dataset with 1.9M reactions from patents (1976-2016). The task is: Predict the reactants needed to synthesize the given product. (1) Given the product [NH2:18][C:12]1[N:11]=[C:16]([NH:17][C:2]2[C:3](=[O:10])[N:4]([CH3:9])[CH:5]=[C:6]([Br:8])[CH:7]=2)[CH:15]=[CH:14][CH:13]=1, predict the reactants needed to synthesize it. The reactants are: Br[C:2]1[C:3](=[O:10])[N:4]([CH3:9])[CH:5]=[C:6]([Br:8])[CH:7]=1.[N:11]1[C:16]([NH2:17])=[CH:15][CH:14]=[CH:13][C:12]=1[NH2:18].CC1(C)C2C(=C(P(C3C=CC=CC=3)C3C=CC=CC=3)C=CC=2)OC2C(P(C3C=CC=CC=3)C3C=CC=CC=3)=CC=CC1=2.C(=O)([O-])[O-].[Cs+].[Cs+]. (2) Given the product [CH2:19]([NH:21][C:4](=[O:5])[C:3]1[CH:7]=[C:8]([N+:11]([O-:13])=[O:12])[CH:9]=[CH:10][C:2]=1[Cl:1])[CH3:20], predict the reactants needed to synthesize it. The reactants are: [Cl:1][C:2]1[CH:10]=[CH:9][C:8]([N+:11]([O-:13])=[O:12])=[CH:7][C:3]=1[C:4](Cl)=[O:5].C1COCC1.[CH2:19]([NH2:21])[CH3:20]. (3) Given the product [CH3:1][O:2][C:3](=[O:12])[C:4]1[CH:9]=[C:8]([Br:10])[CH:7]=[CH:6][C:5]=1[CH2:11][Br:13], predict the reactants needed to synthesize it. The reactants are: [CH3:1][O:2][C:3](=[O:12])[C:4]1[CH:9]=[C:8]([Br:10])[CH:7]=[CH:6][C:5]=1[CH3:11].[Br:13]N1C(=O)CCC1=O.[O-]S([O-])(=S)=O.[Na+].[Na+]. (4) Given the product [NH2:8][C:9]1[C:14]([C:15]#[N:16])=[C:13]([C:17]2[CH:25]=[CH:24][C:20]([C:21]([OH:23])=[O:22])=[CH:19][CH:18]=2)[C:12]([C:26]#[N:27])=[C:11]([S:28][CH2:30][C:31]([NH2:33])=[O:32])[N:10]=1, predict the reactants needed to synthesize it. The reactants are: C[NH+]1CCOCC1.[NH2:8][C:9]1[C:14]([C:15]#[N:16])=[C:13]([C:17]2[CH:25]=[CH:24][C:20]([C:21]([O-:23])=[O:22])=[CH:19][CH:18]=2)[C:12]([C:26]#[N:27])=[C:11]([SH:28])[N:10]=1.Br[CH2:30][C:31]([NH2:33])=[O:32].C([O-])(O)=O.[Na+].